This data is from Catalyst prediction with 721,799 reactions and 888 catalyst types from USPTO. The task is: Predict which catalyst facilitates the given reaction. (1) Reactant: [Br:1][C:2]([CH3:23])([CH3:22])[C:3]([O:5][C:6]1[CH:7]=[C:8]([CH:12]=[C:13]([O:15][C:16](=[O:21])[C:17]([Br:20])([CH3:19])[CH3:18])[CH:14]=1)[C:9](O)=[O:10])=[O:4].S(Cl)([Cl:26])=O. Product: [Br:1][C:2]([CH3:23])([CH3:22])[C:3]([O:5][C:6]1[CH:7]=[C:8]([CH:12]=[C:13]([O:15][C:16](=[O:21])[C:17]([Br:20])([CH3:19])[CH3:18])[CH:14]=1)[C:9]([Cl:26])=[O:10])=[O:4]. The catalyst class is: 85. (2) Reactant: [NH2:1][C:2]1[C:10]2[C:9]([C:11]3[CH:16]=[CH:15][CH:14]=[C:13]([NH:17][C:18]([NH:20][C:21]4[CH:26]=[CH:25][C:24]([C:27]([F:30])([F:29])[F:28])=[CH:23][CH:22]=4)=[O:19])[CH:12]=3)=[N:8][C:7](S(C)=O)=[N:6][C:5]=2[S:4][C:3]=1[C:34]([NH2:36])=[O:35].[NH2:37][C@H:38]([CH2:41][CH3:42])[CH2:39][OH:40]. Product: [CH2:41]([C@@H:38]([NH:37][C:7]1[N:8]=[C:9]([C:11]2[CH:16]=[CH:15][CH:14]=[C:13]([NH:17][C:18]([NH:20][C:21]3[CH:22]=[CH:23][C:24]([C:27]([F:30])([F:29])[F:28])=[CH:25][CH:26]=3)=[O:19])[CH:12]=2)[C:10]2[C:2]([NH2:1])=[C:3]([C:34]([NH2:36])=[O:35])[S:4][C:5]=2[N:6]=1)[CH2:39][OH:40])[CH3:42]. The catalyst class is: 31. (3) Reactant: [Na].Cl[C:3]1[N:8]=[C:7]([CH3:9])[C:6]([N+:10]([O-:12])=[O:11])=[CH:5][CH:4]=1.[C:13](O)(=[O:15])C. Product: [CH3:13][O:15][C:3]1[N:8]=[C:7]([CH3:9])[C:6]([N+:10]([O-:12])=[O:11])=[CH:5][CH:4]=1. The catalyst class is: 5. (4) Product: [CH:1]1([C:6]2[CH:7]=[CH:8][C:9]([C:10]([NH:46][CH2:47][C:48]3[C:49]([OH:56])=[N:50][C:51]([CH3:55])=[CH:52][C:53]=3[CH3:54])=[O:12])=[CH:13][CH:14]=2)[CH2:2][CH2:3][CH2:4][CH2:5]1. Reactant: [CH:1]1([C:6]2[CH:14]=[CH:13][C:9]([C:10]([OH:12])=O)=[CH:8][CH:7]=2)[CH2:5][CH2:4][CH2:3][CH2:2]1.CN(C(ON1N=NC2C=CC=NC1=2)=[N+](C)C)C.F[P-](F)(F)(F)(F)F.C(N(CC)CC)C.[NH2:46][CH2:47][C:48]1[C:49]([OH:56])=[N:50][C:51]([CH3:55])=[CH:52][C:53]=1[CH3:54]. The catalyst class is: 4. (5) Reactant: [Cl:1][C:2]1[CH:3]=[C:4]([C:8]2[N:9]=[C:10]([CH2:13][NH2:14])[S:11][CH:12]=2)[CH:5]=[CH:6][CH:7]=1.[C:15](Cl)(Cl)=[S:16].C(=O)([O-])[O-].[K+].[K+]. Product: [Cl:1][C:2]1[CH:3]=[C:4]([C:8]2[N:9]3[C:15](=[S:16])[NH:14][CH:13]=[C:10]3[S:11][CH:12]=2)[CH:5]=[CH:6][CH:7]=1. The catalyst class is: 46. (6) Reactant: [CH3:1][O:2][C:3]([C:5]1[CH:10]=[CH:9][C:8]([N:11]2[CH:15]=[CH:14][N:13]=[CH:12]2)=[CH:7][CH:6]=1)=[O:4].[CH3:16][I:17]. Product: [I-:17].[CH3:1][O:2][C:3]([C:5]1[CH:6]=[CH:7][C:8]([N+:11]2[CH:15]=[CH:14][N:13]([CH3:16])[CH:12]=2)=[CH:9][CH:10]=1)=[O:4]. The catalyst class is: 36.